Dataset: Full USPTO retrosynthesis dataset with 1.9M reactions from patents (1976-2016). Task: Predict the reactants needed to synthesize the given product. (1) Given the product [CH3:40][C:37]([O:36][C:34]([C:33]1[CH:41]=[CH:42][C:30]([NH:29][C:26]([C@@H:12]2[CH2:13][C@H:14]([N:16]3[CH2:21][CH2:20][N:19]([S:22]([CH3:25])(=[O:24])=[O:23])[CH2:18][CH2:17]3)[CH2:15][N:11]2[C:9]([O:8][CH2:1][C:2]2[CH:7]=[CH:6][CH:5]=[CH:4][CH:3]=2)=[O:10])=[O:27])=[CH:31][CH:32]=1)=[O:35])([CH3:38])[CH3:39], predict the reactants needed to synthesize it. The reactants are: [CH2:1]([O:8][C:9]([N:11]1[CH2:15][C@@H:14]([N:16]2[CH2:21][CH2:20][N:19]([S:22]([CH3:25])(=[O:24])=[O:23])[CH2:18][CH2:17]2)[CH2:13][C@H:12]1[C:26](O)=[O:27])=[O:10])[C:2]1[CH:7]=[CH:6][CH:5]=[CH:4][CH:3]=1.[NH2:29][C:30]1[CH:42]=[CH:41][C:33]([C:34]([O:36][C:37]([CH3:40])([CH3:39])[CH3:38])=[O:35])=[CH:32][CH:31]=1. (2) Given the product [Br:1][C:2]1[C:7]([NH:8][CH2:9][C:11]2[CH:15]=[CH:14][O:13][N:12]=2)=[CH:6][C:5]([F:16])=[CH:4][N:3]=1, predict the reactants needed to synthesize it. The reactants are: [Br:1][C:2]1[C:7]([NH:8][C:9]([C:11]2[CH:15]=[CH:14][O:13][N:12]=2)=O)=[CH:6][C:5]([F:16])=[CH:4][N:3]=1.B.C1COCC1. (3) Given the product [Br:2][C:3]1[CH:8]=[CH:7][C:6]([NH:9][C@H:10]2[CH2:14][N:13]([CH3:19])[CH2:12][C@@H:11]2[OH:15])=[C:5]([N+:16]([O-:18])=[O:17])[CH:4]=1, predict the reactants needed to synthesize it. The reactants are: Cl.[Br:2][C:3]1[CH:8]=[CH:7][C:6]([NH:9][C@H:10]2[CH2:14][NH:13][CH2:12][C@@H:11]2[OH:15])=[C:5]([N+:16]([O-:18])=[O:17])[CH:4]=1.[C:19](O[BH-](OC(=O)C)OC(=O)C)(=O)C.[Na+].C=O.C(=O)(O)[O-].[Na+]. (4) Given the product [CH3:1][O:2][C:3]1[CH:4]=[CH:5][C:6]([C:9]2[S:13][C:12]([C:14]([NH:64][C@H:65]([C:69]([O:71][CH3:72])=[O:70])[CH:66]([CH3:68])[CH3:67])=[O:16])=[C:11]([NH:17][C:18]([NH:20][C:21]3[C:26]([CH3:27])=[CH:25][C:24]([CH3:28])=[CH:23][C:22]=3[CH3:29])=[O:19])[CH:10]=2)=[CH:7][CH:8]=1, predict the reactants needed to synthesize it. The reactants are: [CH3:1][O:2][C:3]1[CH:8]=[CH:7][C:6]([C:9]2[S:13][C:12]([C:14]([OH:16])=O)=[C:11]([NH:17][C:18]([NH:20][C:21]3[C:26]([CH3:27])=[CH:25][C:24]([CH3:28])=[CH:23][C:22]=3[CH3:29])=[O:19])[CH:10]=2)=[CH:5][CH:4]=1.CN(C(ON1N=NC2C=CC=NC1=2)=[N+](C)C)C.F[P-](F)(F)(F)(F)F.CCN(C(C)C)C(C)C.Cl.[NH2:64][C@H:65]([C:69]([O:71][CH3:72])=[O:70])[CH:66]([CH3:68])[CH3:67]. (5) Given the product [C:29]([C:2]1[CH:11]=[CH:10][CH:9]=[C:8]2[C:3]=1[C:4](=[O:28])[N:5]([C:22]1[CH:23]=[N:24][CH:25]=[CH:26][CH:27]=1)[C:6]([C@@H:12]([NH:14][C:15](=[O:21])[O:16][C:17]([CH3:20])([CH3:19])[CH3:18])[CH3:13])=[N:7]2)#[N:30], predict the reactants needed to synthesize it. The reactants are: Br[C:2]1[CH:11]=[CH:10][CH:9]=[C:8]2[C:3]=1[C:4](=[O:28])[N:5]([C:22]1[CH:23]=[N:24][CH:25]=[CH:26][CH:27]=1)[C:6]([C@@H:12]([NH:14][C:15](=[O:21])[O:16][C:17]([CH3:20])([CH3:19])[CH3:18])[CH3:13])=[N:7]2.[CH3:29][N:30]1C(=O)CCC1. (6) Given the product [C:23]([NH:22][C:19]1[CH:20]=[CH:21][C:16]([S:13]([N:7]2[CH2:8][CH2:9][NH:10][C:11](=[O:12])[CH:6]2[CH2:5][C:4]([OH:26])=[O:3])(=[O:14])=[O:15])=[CH:17][CH:18]=1)(=[O:25])[CH3:24], predict the reactants needed to synthesize it. The reactants are: C([O:3][C:4](=[O:26])[CH2:5][CH:6]1[C:11](=[O:12])[NH:10][CH2:9][CH2:8][N:7]1[S:13]([C:16]1[CH:21]=[CH:20][C:19]([NH:22][C:23](=[O:25])[CH3:24])=[CH:18][CH:17]=1)(=[O:15])=[O:14])C.[Li+].[OH-].CCN(C(C)C)C(C)C.